From a dataset of Peptide-MHC class I binding affinity with 185,985 pairs from IEDB/IMGT. Regression. Given a peptide amino acid sequence and an MHC pseudo amino acid sequence, predict their binding affinity value. This is MHC class I binding data. (1) The peptide sequence is QFKSVEFD. The MHC is H-2-Kb with pseudo-sequence H-2-Kb. The binding affinity (normalized) is 0. (2) The peptide sequence is YIPPCQCTV. The MHC is HLA-A02:03 with pseudo-sequence HLA-A02:03. The binding affinity (normalized) is 0.436. (3) The peptide sequence is RVYNNTARY. The MHC is HLA-B08:01 with pseudo-sequence HLA-B08:01. The binding affinity (normalized) is 0.0847. (4) The peptide sequence is WLWVSSSDM. The MHC is HLA-B40:01 with pseudo-sequence HLA-B40:01. The binding affinity (normalized) is 0.0847.